This data is from Forward reaction prediction with 1.9M reactions from USPTO patents (1976-2016). The task is: Predict the product of the given reaction. (1) Given the reactants [CH3:1][NH:2][CH3:3].[F:4][C:5]1[CH:6]=[C:7]2[C:12](=[CH:13][C:14]=1F)[N:11]([CH:16]([C:18]1[CH:23]=[CH:22][C:21]([C:24]([F:27])([F:26])[F:25])=[CH:20][CH:19]=1)[CH3:17])[CH:10]=[C:9]([C:28]#[N:29])[C:8]2=[O:30], predict the reaction product. The product is: [CH3:1][N:2]([CH3:3])[C:14]1[CH:13]=[C:12]2[C:7]([C:8](=[O:30])[C:9]([C:28]#[N:29])=[CH:10][N:11]2[CH:16]([C:18]2[CH:19]=[CH:20][C:21]([C:24]([F:26])([F:27])[F:25])=[CH:22][CH:23]=2)[CH3:17])=[CH:6][C:5]=1[F:4]. (2) Given the reactants [CH2:1]1[CH:5]2[CH2:6][C:7](=[O:8])[CH:3]([CH2:4]2)[CH2:2]1.[C:9]1([Mg]Br)[CH:14]=[CH:13][CH:12]=[CH:11][CH:10]=1.[Cl-].[NH4+].Cl, predict the reaction product. The product is: [C:9]1([C:7]2([OH:8])[CH2:6][CH:5]3[CH2:4][CH:3]2[CH2:2][CH2:1]3)[CH:14]=[CH:13][CH:12]=[CH:11][CH:10]=1. (3) Given the reactants [NH2:1][C:2]1[C:3]2[C:10]([C:11]3[CH:16]=[CH:15][CH:14]=[C:13]([O:17][CH2:18][CH:19]4[CH2:23][CH2:22][C:21]([CH3:25])([CH3:24])[O:20]4)[CH:12]=3)=[CH:9][N:8]([C@@H:26]3[CH2:29][C@H:28]([CH2:30]O)[CH2:27]3)[C:4]=2[N:5]=[CH:6][N:7]=1.[NH:32]1[CH2:39][CH2:38][CH2:37][C@@H:33]1[C:34]([NH2:36])=[O:35], predict the reaction product. The product is: [NH2:1][C:2]1[C:3]2[C:10]([C:11]3[CH:16]=[CH:15][CH:14]=[C:13]([O:17][CH2:18][CH:19]4[CH2:23][CH2:22][C:21]([CH3:25])([CH3:24])[O:20]4)[CH:12]=3)=[CH:9][N:8]([C@@H:26]3[CH2:27][C@H:28]([CH2:30][N:32]4[CH2:39][CH2:38][CH2:37][C@@H:33]4[C:34]([NH2:36])=[O:35])[CH2:29]3)[C:4]=2[N:5]=[CH:6][N:7]=1. (4) Given the reactants [C:1]([O:5][C:6]([N:8]1[C@@H:12]([CH2:13][OH:14])[CH2:11][CH2:10][C@H:9]1[C:15](=[O:28])[NH:16][C:17]1[CH:22]=[CH:21][CH:20]=[C:19]([O:23][C:24]([F:27])([F:26])[F:25])[CH:18]=1)=[O:7])([CH3:4])([CH3:3])[CH3:2].CCN(CC)CC.[S:36](Cl)([CH3:39])(=[O:38])=[O:37].Cl, predict the reaction product. The product is: [C:1]([O:5][C:6]([N:8]1[C@H:9]([C:15](=[O:28])[NH:16][C:17]2[CH:22]=[CH:21][CH:20]=[C:19]([O:23][C:24]([F:25])([F:26])[F:27])[CH:18]=2)[CH2:10][CH2:11][C@@H:12]1[CH2:13][O:14][S:36]([CH3:39])(=[O:38])=[O:37])=[O:7])([CH3:4])([CH3:2])[CH3:3]. (5) Given the reactants [C:1]1([C:7]2([C:10]#[N:11])[CH2:9][CH2:8]2)[CH:6]=[CH:5][CH:4]=[CH:3][CH:2]=1.[Cl:12][S:13](O)(=[O:15])=[O:14], predict the reaction product. The product is: [C:10]([C:7]1([C:1]2[CH:6]=[CH:5][C:4]([S:13]([Cl:12])(=[O:15])=[O:14])=[CH:3][CH:2]=2)[CH2:8][CH2:9]1)#[N:11]. (6) Given the reactants O[CH2:2][C:3]#[N:4].[CH:5]([NH:8][CH:9]1[CH2:13][CH2:12][CH2:11][CH2:10]1)([CH3:7])[CH3:6], predict the reaction product. The product is: [CH:9]1([N:8]([CH2:2][C:3]#[N:4])[CH:5]([CH3:7])[CH3:6])[CH2:13][CH2:12][CH2:11][CH2:10]1. (7) Given the reactants C([O:3][C:4]([CH:6]1[CH2:11][CH2:10][CH2:9][N:8]([CH2:12][CH2:13][CH2:14][N:15]2[N:19]=[N:18][C:17]([C:20]3[CH:25]=[CH:24][CH:23]=[C:22]([I:26])[CH:21]=3)=[N:16]2)[CH2:7]1)=[O:5])C.[OH-].[Na+].C(OCC)(=O)C.Cl, predict the reaction product. The product is: [I:26][C:22]1[CH:21]=[C:20]([C:17]2[N:18]=[N:19][N:15]([CH2:14][CH2:13][CH2:12][N:8]3[CH2:9][CH2:10][CH2:11][CH:6]([C:4]([OH:5])=[O:3])[CH2:7]3)[N:16]=2)[CH:25]=[CH:24][CH:23]=1.